From a dataset of Peptide-MHC class II binding affinity with 134,281 pairs from IEDB. Regression. Given a peptide amino acid sequence and an MHC pseudo amino acid sequence, predict their binding affinity value. This is MHC class II binding data. The peptide sequence is VDKFLANVSTVLTGK. The MHC is DRB1_0101 with pseudo-sequence DRB1_0101. The binding affinity (normalized) is 0.816.